From a dataset of Full USPTO retrosynthesis dataset with 1.9M reactions from patents (1976-2016). Predict the reactants needed to synthesize the given product. (1) Given the product [C:13]([O:16][C:17]([NH:1][C:2]1[S:3][C:4]([C:7]([O:9][CH2:10][CH3:11])=[O:8])=[CH:5][N:6]=1)=[O:18])([CH3:15])([CH3:14])[CH3:12], predict the reactants needed to synthesize it. The reactants are: [NH2:1][C:2]1[S:3][C:4]([C:7]([O:9][CH2:10][CH3:11])=[O:8])=[CH:5][N:6]=1.[CH3:12][C:13]([O:16][C:17](O[C:17]([O:16][C:13]([CH3:15])([CH3:14])[CH3:12])=[O:18])=[O:18])([CH3:15])[CH3:14]. (2) The reactants are: [F:1][C:2]1[CH:3]=[C:4]([CH:22]=[CH:23][C:24]=1[F:25])[CH2:5][N:6]1[C:10]2=[N:11][C:12]([CH3:21])=[C:13]([C:16]([O:18][CH2:19][CH3:20])=[O:17])[C:14](O)=[C:9]2[CH:8]=[CH:7]1.N1C=CC=CC=1.S(OS(C(F)(F)F)(=O)=O)(C(F)(F)F)(=O)=O.[I-:47].[Na+].Cl.C([O-])(O)=O.[Na+].O. Given the product [F:1][C:2]1[CH:3]=[C:4]([CH:22]=[CH:23][C:24]=1[F:25])[CH2:5][N:6]1[C:10]2=[N:11][C:12]([CH3:21])=[C:13]([C:16]([O:18][CH2:19][CH3:20])=[O:17])[C:14]([I:47])=[C:9]2[CH:8]=[CH:7]1, predict the reactants needed to synthesize it. (3) Given the product [CH2:1]([O:3][C:4](=[O:14])/[CH:5]=[CH:6]/[C:7]1[CH:12]=[CH:11][C:10]([C:22]2[CH:23]=[C:18]([CH:15]([CH3:17])[CH3:16])[CH:19]=[CH:20][C:21]=2[O:27][CH3:28])=[CH:9][CH:8]=1)[CH3:2], predict the reactants needed to synthesize it. The reactants are: [CH2:1]([O:3][C:4](=[O:14])/[CH:5]=[CH:6]/[C:7]1[CH:12]=[CH:11][C:10](Br)=[CH:9][CH:8]=1)[CH3:2].[CH:15]([C:18]1[CH:19]=[CH:20][C:21]([O:27][CH3:28])=[C:22](B(O)O)[CH:23]=1)([CH3:17])[CH3:16]. (4) Given the product [Cl:9][C:10]1[CH:30]=[CH:29][C:13]([O:14][CH2:15][C:16]2[CH:21]=[CH:20][CH:19]=[CH:18][C:17]=2[C:22](=[N:26][O:27][CH3:28])[C:3]([N:4]=[CH:6][NH:31][OH:32])=[O:7])=[CH:12][CH:11]=1, predict the reactants needed to synthesize it. The reactants are: CO[CH:3]([O:7]C)[N:4]([CH3:6])C.[Cl:9][C:10]1[CH:30]=[CH:29][C:13]([O:14][CH2:15][C:16]2[CH:21]=[CH:20][CH:19]=[CH:18][C:17]=2[C:22](=[N:26][O:27][CH3:28])C(N)=O)=[CH:12][CH:11]=1.[NH2:31][OH:32].C(O)(=O)C.